Predict the reactants needed to synthesize the given product. From a dataset of Full USPTO retrosynthesis dataset with 1.9M reactions from patents (1976-2016). (1) Given the product [CH3:1][N:2]([CH:29]1[C:38]2[C:33](=[CH:34][CH:35]=[CH:36][CH:37]=2)[C:32](=[O:39])[CH2:31][CH2:30]1)[C:3]([C:5]1[N:6]=[C:7]([CH:10]2[CH2:11][CH2:12][N:13]([C:16](=[O:28])[CH2:17][N:18]3[C:22]([CH3:23])=[CH:21][C:20]([C:24]([F:27])([F:26])[F:25])=[N:19]3)[CH2:14][CH2:15]2)[S:8][CH:9]=1)=[O:4], predict the reactants needed to synthesize it. The reactants are: [CH3:1][N:2]([C@H:29]1[C:38]2[C:33](=[CH:34][CH:35]=[CH:36][CH:37]=2)[C@@H:32]([OH:39])[CH2:31][CH2:30]1)[C:3]([C:5]1[N:6]=[C:7]([CH:10]2[CH2:15][CH2:14][N:13]([C:16](=[O:28])[CH2:17][N:18]3[C:22]([CH3:23])=[CH:21][C:20]([C:24]([F:27])([F:26])[F:25])=[N:19]3)[CH2:12][CH2:11]2)[S:8][CH:9]=1)=[O:4]. (2) Given the product [Br:1][C:2]1[CH:15]=[C:14]2[CH2:16][C:11]3[C:12]4[C:13]2=[C:4]([CH2:5][CH2:6][C:7]=4[CH:8]=[C:9]([Br:17])[CH:10]=3)[CH:3]=1, predict the reactants needed to synthesize it. The reactants are: [Br:1][C:2]1[CH:15]=[C:14]2[CH2:16][C:11]3[C:12]4=[C:13]2[C:4](=[CH:5][CH:6]=[C:7]4[CH:8]=[C:9]([Br:17])[CH:10]=3)[CH:3]=1.CC([O-])(C)C.[K+].CS(C)=O.CN(P(N(C)C)(N(C)C)=O)C. (3) Given the product [CH3:32][C:30]1[N:31]=[C:27]([C:25]2[N:13]=[N:12][N:11]([CH2:14][C:15]3[CH:16]=[CH:17][C:18]([C:21]([F:23])([F:22])[F:24])=[CH:19][CH:20]=3)[CH:26]=2)[S:28][C:29]=1[C:33]([O:35][CH2:36][CH3:37])=[O:34], predict the reactants needed to synthesize it. The reactants are: C(N=[N+]=[N-])C1C=CC=CC=1.[N:11]([CH2:14][C:15]1[CH:20]=[CH:19][C:18]([C:21]([F:24])([F:23])[F:22])=[CH:17][CH:16]=1)=[N+:12]=[N-:13].[C:25]([C:27]1[S:28][C:29]([C:33]([O:35][CH2:36][CH3:37])=[O:34])=[C:30]([CH3:32])[N:31]=1)#[CH:26]. (4) Given the product [ClH:2].[Cl:2][C:3]1[CH:4]=[C:5]([C:13]2[N:18]=[CH:17][N:16]=[C:15]([NH:19][CH2:20][C@@H:21]([C:22]3[CH:27]=[CH:26][CH:25]=[CH:24][CH:23]=3)[NH2:28])[CH:14]=2)[CH:6]=[CH:7][C:8]=1[C:9]([F:11])([F:10])[F:12], predict the reactants needed to synthesize it. The reactants are: Cl.[Cl:2][C:3]1[CH:4]=[C:5]([C:13]2[N:18]=[CH:17][N:16]=[C:15]([NH:19][CH2:20][C@H:21]([NH:28]C(=O)OC(C)(C)C)[C:22]3[CH:27]=[CH:26][CH:25]=[CH:24][CH:23]=3)[CH:14]=2)[CH:6]=[CH:7][C:8]=1[C:9]([F:12])([F:11])[F:10]. (5) Given the product [F:40][C:5]1[C:4]2[C:9](=[CH:10][CH:11]=[C:2]([F:1])[CH:3]=2)[C:8]([N:12]2[CH2:17][CH2:16][N:15]([C:18]([O:20][CH2:21][C:22]3[CH:27]=[CH:26][CH:25]=[CH:24][CH:23]=3)=[O:19])[C@H:14]([CH3:28])[CH2:13]2)=[CH:7][CH:6]=1, predict the reactants needed to synthesize it. The reactants are: [F:1][C:2]1[CH:3]=[C:4]2[C:9](=[CH:10][CH:11]=1)[C:8]([N:12]1[CH2:17][CH2:16][N:15]([C:18]([O:20][CH2:21][C:22]3[CH:27]=[CH:26][CH:25]=[CH:24][CH:23]=3)=[O:19])[C@H:14]([CH3:28])[CH2:13]1)=[CH:7][CH:6]=[C:5]2I.C1C=CC(S(N(S(C2C=CC=CC=2)(=O)=O)[F:40])(=O)=O)=CC=1.